This data is from Catalyst prediction with 721,799 reactions and 888 catalyst types from USPTO. The task is: Predict which catalyst facilitates the given reaction. Product: [C:22]1([CH2:21][CH2:20][O:12][C:10]2[CH:9]=[CH:8][C:6]3[N:7]=[C:3]([C:1]#[N:2])[S:4][C:5]=3[CH:11]=2)[CH:27]=[CH:26][CH:25]=[CH:24][CH:23]=1. Reactant: [C:1]([C:3]1[S:4][C:5]2[CH:11]=[C:10]([OH:12])[CH:9]=[CH:8][C:6]=2[N:7]=1)#[N:2].C(=O)([O-])[O-].[K+].[K+].Br[CH2:20][CH2:21][C:22]1[CH:27]=[CH:26][CH:25]=[CH:24][CH:23]=1. The catalyst class is: 21.